Dataset: Reaction yield outcomes from USPTO patents with 853,638 reactions. Task: Predict the reaction yield, written as a fraction of the theoretical maximum amount of product (1.0 means a 100% yield; for example, 0.34 means a 34% yield). (1) The reactants are [CH2:1]([N:3]1[C:7]([N:8]2[CH2:14][CH2:13][CH2:12][CH:11]([NH:15][C:16](=[O:21])[C:17]([F:20])([F:19])[F:18])[CH2:10][CH2:9]2)=[C:6]([N+:22]([O-])=O)[CH:5]=[N:4]1)[CH3:2].[C:25]([O:29][C:30]([NH:32][C:33]1[S:37][C:36]([C:38]2[C:43]([F:44])=[CH:42][CH:41]=[CH:40][C:39]=2[F:45])=[N:35][C:34]=1[C:46](O)=[O:47])=[O:31])([CH3:28])([CH3:27])[CH3:26].CN(C(ON1N=NC2C=CC=NC1=2)=[N+](C)C)C.F[P-](F)(F)(F)(F)F.CCN(C(C)C)C(C)C. The catalyst is CO.C(Cl)Cl.[Pd].O. The product is [F:45][C:39]1[CH:40]=[CH:41][CH:42]=[C:43]([F:44])[C:38]=1[C:36]1[S:37][C:33]([NH:32][C:30](=[O:31])[O:29][C:25]([CH3:27])([CH3:26])[CH3:28])=[C:34]([C:46](=[O:47])[NH:22][C:6]2[CH:5]=[N:4][N:3]([CH2:1][CH3:2])[C:7]=2[N:8]2[CH2:14][CH2:13][CH2:12][CH:11]([NH:15][C:16](=[O:21])[C:17]([F:20])([F:19])[F:18])[CH2:10][CH2:9]2)[N:35]=1. The yield is 0.680. (2) The reactants are [C:1]1([C:19]2[CH:24]=[CH:23][CH:22]=[CH:21][CH:20]=2)[CH:6]=[CH:5][C:4]([C:7]2[CH:8]=[N:9][N:10]([C:12]3[CH:13]=[C:14]([OH:18])[CH:15]=[CH:16][CH:17]=3)[CH:11]=2)=[CH:3][CH:2]=1.Br[C:26]1[CH:38]=[CH:37][C:36]2[C:35]3[C:30](=[CH:31][CH:32]=[CH:33][CH:34]=3)[N:29]([C:39]3[CH:44]=[C:43]([C:45]([CH3:48])([CH3:47])[CH3:46])[CH:42]=[CH:41][N:40]=3)[C:28]=2[CH:27]=1.N1C=CC=CC=1C(O)=O.[O-]P([O-])([O-])=O.[K+].[K+].[K+]. The catalyst is [Cu]I. The product is [C:1]1([C:19]2[CH:20]=[CH:21][CH:22]=[CH:23][CH:24]=2)[CH:6]=[CH:5][C:4]([C:7]2[CH:8]=[N:9][N:10]([C:12]3[CH:13]=[C:14]([CH:15]=[CH:16][CH:17]=3)[O:18][C:26]3[CH:38]=[CH:37][C:36]4[C:35]5[C:30](=[CH:31][CH:32]=[CH:33][CH:34]=5)[N:29]([C:39]5[CH:44]=[C:43]([C:45]([CH3:48])([CH3:47])[CH3:46])[CH:42]=[CH:41][N:40]=5)[C:28]=4[CH:27]=3)[CH:11]=2)=[CH:3][CH:2]=1. The yield is 0.920. (3) The reactants are [CH3:1][O:2][C:3]1[CH:4]=[C:5]2[C:10](=[CH:11][CH:12]=1)[CH:9]=[C:8]([CH:13]([OH:20])[CH2:14][CH2:15][CH2:16][CH2:17][CH2:18][CH3:19])[CH:7]=[CH:6]2.[Cr](Cl)([O-])(=O)=O.[NH+]1C=CC=CC=1. The catalyst is C(Cl)Cl. The product is [CH3:1][O:2][C:3]1[CH:4]=[C:5]2[C:10](=[CH:11][CH:12]=1)[CH:9]=[C:8]([C:13](=[O:20])[CH2:14][CH2:15][CH2:16][CH2:17][CH2:18][CH3:19])[CH:7]=[CH:6]2. The yield is 0.810. (4) The reactants are [NH2:1][C:2]1[C:7]([S:8](Cl)(=[O:10])=[O:9])=[CH:6][C:5]([Br:12])=[CH:4][N:3]=1.[N:13]1[CH:18]=CC=C[CH:14]=1.CNC.C1COCC1. The catalyst is O1CCOCC1. The product is [NH2:1][C:2]1[C:7]([S:8]([N:13]([CH3:18])[CH3:14])(=[O:10])=[O:9])=[CH:6][C:5]([Br:12])=[CH:4][N:3]=1. The yield is 0.550. (5) The reactants are [C:1]([O:8][CH3:9])(=[O:7])/[CH:2]=[CH:3]/[C:4]([OH:6])=[O:5].O[CH2:11][NH:12][C:13](=[O:16])[CH2:14]Cl.CN1[C:22](=[O:23])CCC1. No catalyst specified. The product is [C:4]([O:6][CH2:14][C:13](=[O:16])[N:12]([O:23][CH3:22])[CH3:11])(=[O:5])/[CH:3]=[CH:2]/[C:1]([O:8][CH3:9])=[O:7]. The yield is 0.610. (6) The reactants are C([O:3][C:4](=[O:36])[CH2:5][N:6]([C:15]1[CH:16]=[CH:17][CH:18]=[C:19]2[C:23]=1[NH:22][C:21]([C:24]1[S:25][CH:26]([CH2:29][N:30]3[CH2:35][CH2:34][O:33][CH2:32][CH2:31]3)[CH2:27][N:28]=1)=[CH:20]2)[S:7]([C:10]1[S:11][CH:12]=[CH:13][CH:14]=1)(=[O:9])=[O:8])C.[OH-].[K+].Cl. The catalyst is O1CCCC1.CO.O. The product is [O:33]1[CH2:32][CH2:31][N:30]([CH2:29][CH:26]2[S:25][C:24]([C:21]3[NH:22][C:23]4[C:19]([CH:20]=3)=[CH:18][CH:17]=[CH:16][C:15]=4[N:6]([S:7]([C:10]3[S:11][CH:12]=[CH:13][CH:14]=3)(=[O:8])=[O:9])[CH2:5][C:4]([OH:36])=[O:3])=[N:28][CH2:27]2)[CH2:35][CH2:34]1. The yield is 0.930. (7) The reactants are [CH3:1][C:2]1[C:7]([N+:8]([O-:10])=[O:9])=[CH:6][N:5]=[C:4]([NH2:11])[CH:3]=1.[C:12](OC(=O)C)(=[O:14])[CH3:13]. No catalyst specified. The product is [CH3:1][C:2]1[C:7]([N+:8]([O-:10])=[O:9])=[CH:6][N:5]=[C:4]([NH:11][C:12](=[O:14])[CH3:13])[CH:3]=1. The yield is 0.870.